Predict the product of the given reaction. From a dataset of Forward reaction prediction with 1.9M reactions from USPTO patents (1976-2016). (1) Given the reactants [Mg].Br[C:3]1[CH:4]=[C:5]([F:9])[CH:6]=[CH:7][CH:8]=1.[C:10]1([P:16](Cl)([C:18]2[CH:23]=[CH:22][CH:21]=[CH:20][CH:19]=2)=[O:17])[CH:15]=[CH:14][CH:13]=[CH:12][CH:11]=1.Cl.OO, predict the reaction product. The product is: [C:10]1([P:16]([C:3]2[CH:4]=[C:5]([F:9])[CH:6]=[CH:7][CH:8]=2)([C:18]2[CH:23]=[CH:22][CH:21]=[CH:20][CH:19]=2)=[O:17])[CH:11]=[CH:12][CH:13]=[CH:14][CH:15]=1. (2) Given the reactants [C:1]([O:5][C:6]([N:8]1[CH2:17][C:16]([CH3:19])([CH3:18])[C:15]2[C:10](=[CH:11][C:12]([NH:20][C:21]([C:23]3[C:24](Cl)=[N:25][CH:26]=[CH:27][CH:28]=3)=[O:22])=[CH:13][CH:14]=2)[CH2:9]1)=[O:7])([CH3:4])([CH3:3])[CH3:2].[NH2:30][C:31]1[CH:40]=[C:39]2[C:34]([CH:35]=[CH:36][N:37]=[CH:38]2)=[CH:33][CH:32]=1.C1(P(C2CCCCC2)C2C=CC=CC=2C2C=CC=CC=2N(C)C)CCCCC1, predict the reaction product. The product is: [C:1]([O:5][C:6]([N:8]1[CH2:17][C:16]([CH3:19])([CH3:18])[C:15]2[C:10](=[CH:11][C:12]([NH:20][C:21]([C:23]3[C:24]([NH:30][C:31]4[CH:40]=[C:39]5[C:34]([CH:35]=[CH:36][N:37]=[CH:38]5)=[CH:33][CH:32]=4)=[N:25][CH:26]=[CH:27][CH:28]=3)=[O:22])=[CH:13][CH:14]=2)[CH2:9]1)=[O:7])([CH3:4])([CH3:3])[CH3:2]. (3) Given the reactants [F:1][C:2]([F:20])([F:19])[C:3]1[N:7]2[N:8]=[C:9]([N:12]3[CH2:17][CH2:16][CH:15]([OH:18])[CH2:14][CH2:13]3)[CH:10]=[CH:11][C:6]2=[N:5][N:4]=1, predict the reaction product. The product is: [F:20][C:2]([F:1])([F:19])[C:3]1[N:7]2[N:8]=[C:9]([N:12]3[CH2:17][CH2:16][CH:15]([OH:18])[CH2:14][CH2:13]3)[CH2:10][CH2:11][C:6]2=[N:5][N:4]=1. (4) The product is: [Cl:13][C:14]1[C:19]([C:21]([OH:23])=[O:22])=[CH:18][N:17]=[CH:16][C:15]=1[F:20]. Given the reactants [Li+].CCC[CH2-].C(NC(C)C)(C)C.[Cl:13][C:14]1[CH:19]=[CH:18][N:17]=[CH:16][C:15]=1[F:20].[C:21](=[O:23])=[O:22], predict the reaction product. (5) Given the reactants [NH2:1][C:2]1[N:7]=[C:6]([N:8]2[C:17]3[C:12](=[CH:13][C:14]([F:27])=[C:15]([N:19]4[CH2:22][CH:21]([NH:23][CH:24]([CH3:26])[CH3:25])[CH2:20]4)[C:16]=3[Br:18])[C:11](=[O:28])[C:10]([C:29]([OH:31])=[O:30])=[CH:9]2)[C:5]([F:32])=[CH:4][C:3]=1[F:33].[C:34]([OH:41])(=[O:40])/[CH:35]=[CH:36]\[C:37]([OH:39])=[O:38].C(O)C, predict the reaction product. The product is: [C:34]([OH:41])(=[O:40])/[CH:35]=[CH:36]\[C:37]([OH:39])=[O:38].[NH2:1][C:2]1[N:7]=[C:6]([N:8]2[C:17]3[C:12](=[CH:13][C:14]([F:27])=[C:15]([N:19]4[CH2:20][CH:21]([NH:23][CH:24]([CH3:26])[CH3:25])[CH2:22]4)[C:16]=3[Br:18])[C:11](=[O:28])[C:10]([C:29]([OH:31])=[O:30])=[CH:9]2)[C:5]([F:32])=[CH:4][C:3]=1[F:33]. (6) The product is: [CH3:1][S:2][C:3]1[CH:4]=[C:5]([CH:8]=[CH:9][CH:10]=1)[CH2:6][NH:21][C@@H:11]1[C:20]2[C:15](=[CH:16][CH:17]=[CH:18][CH:19]=2)[CH2:14][CH2:13][CH2:12]1. Given the reactants [CH3:1][S:2][C:3]1[CH:4]=[C:5]([CH:8]=[CH:9][CH:10]=1)[CH:6]=O.[C@@H:11]1([NH2:21])[C:20]2[C:15](=[CH:16][CH:17]=[CH:18][CH:19]=2)[CH2:14][CH2:13][CH2:12]1, predict the reaction product. (7) Given the reactants Cl.[NH2:2][C@H:3]([C:8]([OH:10])=[O:9])[CH2:4][CH:5]([CH3:7])[CH3:6].[OH-].[Na+], predict the reaction product. The product is: [NH2:2][C@H:3]([C:8]([OH:10])=[O:9])[CH2:4][CH:5]([CH3:7])[CH3:6]. (8) Given the reactants [O:1]1[CH:5]=[CH:4][C:3]([NH:6][C:7]([C:9]2[CH:10]=[C:11]([NH:15][C:16]([N:18]3[CH2:27][C:26]4[CH:25]=[N:24][C:23]5[N:28](CC6C=CC(OC)=CC=6)[N:29]=[CH:30][C:22]=5[C:21]=4[CH2:20][CH2:19]3)=[O:17])[CH:12]=[CH:13][CH:14]=2)=[O:8])=[N:2]1.FC(F)(F)C(O)=O, predict the reaction product. The product is: [O:1]1[CH:5]=[CH:4][C:3]([NH:6][C:7]([C:9]2[CH:10]=[C:11]([NH:15][C:16]([N:18]3[CH2:27][C:26]4[CH:25]=[N:24][C:23]5[NH:28][N:29]=[CH:30][C:22]=5[C:21]=4[CH2:20][CH2:19]3)=[O:17])[CH:12]=[CH:13][CH:14]=2)=[O:8])=[N:2]1. (9) Given the reactants [CH3:1][O:2][C:3](=[O:13])[C:4]1[CH:12]=[CH:11][CH:10]=[C:6]([C:7]([OH:9])=O)[CH:5]=1.C(N1C=CN=C1)(N1C=CN=C1)=O.C(=O)=O.[F:29][C:30]1[CH:39]=[CH:38][C:33]([C:34]([NH:36]O)=[NH:35])=[CH:32][CH:31]=1, predict the reaction product. The product is: [CH3:1][O:2][C:3](=[O:13])[C:4]1[CH:12]=[CH:11][CH:10]=[C:6]([C:7]2[O:9][N:36]=[C:34]([C:33]3[CH:38]=[CH:39][C:30]([F:29])=[CH:31][CH:32]=3)[N:35]=2)[CH:5]=1. (10) The product is: [NH2:1][C:4]1[CH:5]=[C:6]([NH:15][C:16]([C:18]2[CH:23]=[CH:22][C:21]([C:24]3[CH:25]=[CH:26][CH:27]=[CH:28][CH:29]=3)=[CH:20][CH:19]=2)=[O:17])[CH:7]=[CH:8][C:9]=1[O:10][C:11]([F:13])([F:14])[F:12]. Given the reactants [N+:1]([C:4]1[CH:5]=[C:6]([NH:15][C:16]([C:18]2[CH:23]=[CH:22][C:21]([C:24]3[CH:29]=[CH:28][CH:27]=[CH:26][CH:25]=3)=[CH:20][CH:19]=2)=[O:17])[CH:7]=[CH:8][C:9]=1[O:10][C:11]([F:14])([F:13])[F:12])([O-])=O, predict the reaction product.